Dataset: Reaction yield outcomes from USPTO patents with 853,638 reactions. Task: Predict the reaction yield, written as a fraction of the theoretical maximum amount of product (1.0 means a 100% yield; for example, 0.34 means a 34% yield). (1) The reactants are FC(F)(F)C(O)=O.ClCCl.C(OC([NH:18][C:19]1[CH:24]=[CH:23][C:22]([CH2:25][CH2:26][CH2:27][C:28]#[N:29])=[CH:21][CH:20]=1)=O)(C)(C)C. No catalyst specified. The product is [NH2:18][C:19]1[CH:20]=[CH:21][C:22]([CH2:25][CH2:26][CH2:27][C:28]#[N:29])=[CH:23][CH:24]=1. The yield is 0.990. (2) The reactants are Cl[C:2]1[N:7]=[C:6]([NH2:8])[CH:5]=[CH:4][CH:3]=1.[NH:9]1[CH2:14][CH2:13][O:12][CH2:11][CH2:10]1. No catalyst specified. The product is [N:9]1([C:2]2[N:7]=[C:6]([NH2:8])[CH:5]=[CH:4][CH:3]=2)[CH2:14][CH2:13][O:12][CH2:11][CH2:10]1. The yield is 0.720. (3) No catalyst specified. The reactants are C[C:2]1([C:17](O)=O)[CH2:7][CH2:6][CH:5]([O:8][CH2:9][O:10][CH2:11][CH2:12][Si:13]([CH3:16])([CH3:15])[CH3:14])[CH2:4][CH2:3]1.C1C=CC(P([N:34]=[N+]=[N-])(C2C=CC=CC=2)=O)=CC=1.[C:37]([OH:41])(C)(C)C. The yield is 0.490. The product is [N:34]([C:2]1([CH3:17])[CH2:3][CH2:4][CH:5]([O:8][CH2:9][O:10][CH2:11][CH2:12][Si:13]([CH3:14])([CH3:15])[CH3:16])[CH2:6][CH2:7]1)=[C:37]=[O:41]. (4) The reactants are C(OC([N:8]([C:13]1[CH:22]=[CH:21][C:16]([C:17]([O:19][CH3:20])=[O:18])=[CH:15][C:14]=1[O:23][CH2:24][CH:25]1[CH2:27][CH2:26]1)[S:9]([CH3:12])(=[O:11])=[O:10])=O)(C)(C)C.Cl.O1CCOCC1. The catalyst is C(Cl)Cl. The product is [CH:25]1([CH2:24][O:23][C:14]2[CH:15]=[C:16]([CH:21]=[CH:22][C:13]=2[NH:8][S:9]([CH3:12])(=[O:11])=[O:10])[C:17]([O:19][CH3:20])=[O:18])[CH2:26][CH2:27]1. The yield is 0.960. (5) The reactants are N[C@H](C1C=CC=CC=1)CN1C(=O)C2C3(OCC=2N(CC2C(C(F)(F)F)=CC=CC=2F)C1=O)CCN(CC1C=CC=C(F)C=1)CC3.[Cl:46][C:47]1[CH:48]=[C:49]([CH:95]=[CH:96][CH:97]=1)[CH2:50][N:51]1[CH2:56][CH2:55][C:54]2([C:64]3[C:63](=[O:65])[N:62]([CH2:66][C@H:67]([NH:74]C(=O)OC(C)(C)C)[C:68]4[CH:73]=[CH:72][CH:71]=[CH:70][CH:69]=4)[C:61](=[O:82])[N:60]([CH2:83][C:84]4[C:89]([C:90]([F:93])([F:92])[F:91])=[CH:88][CH:87]=[CH:86][C:85]=4[F:94])[C:59]=3[CH2:58][CH2:57]2)[CH2:53][CH2:52]1. No catalyst specified. The product is [NH2:74][C@H:67]([C:68]1[CH:73]=[CH:72][CH:71]=[CH:70][CH:69]=1)[CH2:66][N:62]1[C:63](=[O:65])[C:64]2[C:54]3([CH2:57][CH2:58][C:59]=2[N:60]([CH2:83][C:84]2[C:89]([C:90]([F:93])([F:91])[F:92])=[CH:88][CH:87]=[CH:86][C:85]=2[F:94])[C:61]1=[O:82])[CH2:55][CH2:56][N:51]([CH2:50][C:49]1[CH:95]=[CH:96][CH:97]=[C:47]([Cl:46])[CH:48]=1)[CH2:52][CH2:53]3. The yield is 0.840. (6) The reactants are [CH3:1][C:2]1[C:6]([CH2:7][N:8]2[CH:12]=[C:11]([NH2:13])[CH:10]=[N:9]2)=[C:5]([CH3:14])[O:4][N:3]=1.[CH2:15]([N:23]=[C:24]=[O:25])[CH2:16][C:17]1[CH:22]=[CH:21][CH:20]=[CH:19][CH:18]=1. No catalyst specified. The product is [CH3:1][C:2]1[C:6]([CH2:7][N:8]2[CH:12]=[C:11]([NH:13][C:24]([NH:23][CH2:15][CH2:16][C:17]3[CH:22]=[CH:21][CH:20]=[CH:19][CH:18]=3)=[O:25])[CH:10]=[N:9]2)=[C:5]([CH3:14])[O:4][N:3]=1. The yield is 0.290. (7) The reactants are [Br:1][C:2]1[CH:3]=[CH:4][C:5]2[N:9]=[C:8](Cl)[NH:7][C:6]=2[CH:11]=1.[CH2:12]([N:14](CC)CC)C.Cl.CN. The catalyst is CN1CCCC1=O. The product is [Br:1][C:2]1[CH:3]=[CH:4][C:5]2[N:9]=[C:8]([NH:14][CH3:12])[NH:7][C:6]=2[CH:11]=1. The yield is 0.430. (8) The reactants are [CH3:1][C:2]([CH3:35])([CH2:12][N:13]1[C:17]2[CH:18]=[CH:19][CH:20]=[CH:21][C:16]=2[N:15]=[C:14]1[CH2:22][N:23]([CH3:34])[CH:24]1[C:33]2[N:32]=[CH:31][CH:30]=[CH:29][C:28]=2[CH2:27][CH2:26][CH2:25]1)[CH2:3][NH:4]C(=O)OC(C)(C)C.N1CC(CN2C3C=CC=CC=3N=C2CN(C)C2C3N=CC=CC=3CCC2)C1. No catalyst specified. The product is [NH2:4][CH2:3][C:2]([CH3:35])([CH3:1])[CH2:12][N:13]1[C:17]2[CH:18]=[CH:19][CH:20]=[CH:21][C:16]=2[N:15]=[C:14]1[CH2:22][N:23]([CH3:34])[CH:24]1[C:33]2[N:32]=[CH:31][CH:30]=[CH:29][C:28]=2[CH2:27][CH2:26][CH2:25]1. The yield is 0.810. (9) The reactants are O.[OH:2][C:3]([C:12]([OH:14])=[O:13])([CH2:8][C:9]([OH:11])=[O:10])[CH2:4][C:5]([OH:7])=[O:6].[CH3:15][N:16]([CH3:33])[CH2:17][CH2:18][O:19][CH:20]([C:27]1[N:31]([CH3:32])[N:30]=[CH:29][CH:28]=1)[C:21]1[CH:26]=[CH:25][CH:24]=[CH:23][CH:22]=1. The catalyst is CO. The product is [C:12]([C:3]([OH:2])([CH2:8][C:9]([OH:11])=[O:10])[CH2:4][C:5]([O-:7])=[O:6])([OH:14])=[O:13].[CH3:15][NH+:16]([CH3:33])[CH2:17][CH2:18][O:19][CH:20]([C:27]1[N:31]([CH3:32])[N:30]=[CH:29][CH:28]=1)[C:21]1[CH:26]=[CH:25][CH:24]=[CH:23][CH:22]=1. The yield is 0.850.